This data is from Peptide-MHC class II binding affinity with 134,281 pairs from IEDB. The task is: Regression. Given a peptide amino acid sequence and an MHC pseudo amino acid sequence, predict their binding affinity value. This is MHC class II binding data. (1) The peptide sequence is IFIFRDSDDWLNKYS. The MHC is DRB1_0404 with pseudo-sequence DRB1_0404. The binding affinity (normalized) is 0.501. (2) The peptide sequence is HVRVSQPSLILVSQY. The MHC is DRB1_1201 with pseudo-sequence DRB1_1201. The binding affinity (normalized) is 0.333. (3) The peptide sequence is ARNLVPMVATVQGQN. The MHC is DRB1_1101 with pseudo-sequence DRB1_1101. The binding affinity (normalized) is 0.635. (4) The peptide sequence is YDKFLANVSTVLAGK. The MHC is DRB1_0401 with pseudo-sequence DRB1_0401. The binding affinity (normalized) is 0.197. (5) The peptide sequence is YDKFLANVSTDLTGK. The MHC is DRB1_0404 with pseudo-sequence DRB1_0404. The binding affinity (normalized) is 0.481. (6) The peptide sequence is VIPEGWKADTSYESK. The MHC is DRB1_1602 with pseudo-sequence DRB1_1602. The binding affinity (normalized) is 0.506. (7) The peptide sequence is YDKNLANVSTVLTGK. The MHC is DRB1_0404 with pseudo-sequence DRB1_0404. The binding affinity (normalized) is 0.672. (8) The peptide sequence is ILGAQALPVYLMTLM. The MHC is DRB1_1302 with pseudo-sequence DRB1_1302. The binding affinity (normalized) is 0.743. (9) The peptide sequence is WMTGRMGERQLQKIE. The MHC is HLA-DQA10501-DQB10302 with pseudo-sequence HLA-DQA10501-DQB10302. The binding affinity (normalized) is 0. (10) The peptide sequence is EMILLTMKNKAWMVH. The binding affinity (normalized) is 0.767. The MHC is DRB1_1302 with pseudo-sequence DRB1_1302.